Task: Predict the reaction yield, written as a fraction of the theoretical maximum amount of product (1.0 means a 100% yield; for example, 0.34 means a 34% yield).. Dataset: Reaction yield outcomes from USPTO patents with 853,638 reactions (1) The reactants are [NH2:1][C:2]1[C:11]2[C:6](=[C:7](Br)[CH:8]=[CH:9][CH:10]=2)[N:5]=[N:4][C:3]=1[C:13]([NH:15][CH2:16][CH2:17][CH3:18])=[O:14].[C:19]([C:21]1[CH:22]=[C:23](B(O)O)[CH:24]=[CH:25][CH:26]=1)#[N:20]. No catalyst specified. The product is [NH2:1][C:2]1[C:11]2[C:6](=[C:7]([C:25]3[CH:24]=[CH:23][CH:22]=[C:21]([C:19]#[N:20])[CH:26]=3)[CH:8]=[CH:9][CH:10]=2)[N:5]=[N:4][C:3]=1[C:13]([NH:15][CH2:16][CH2:17][CH3:18])=[O:14]. The yield is 0.860. (2) The reactants are Br[C:2]1[CH:3]=[C:4]([CH:15]([CH2:21][CH:22]([CH3:24])[CH3:23])[C:16]([O:18][CH2:19][CH3:20])=[O:17])[CH:5]=[C:6]([Cl:14])[C:7]=1[O:8][CH2:9][C:10]([F:13])([F:12])[F:11].[F:25][C:26]([F:37])([F:36])[C:27]1[CH:32]=[CH:31][C:30](B(O)O)=[CH:29][CH:28]=1.[F-].[Cs+]. The catalyst is COCCOC.C1C=CC([P]([Pd]([P](C2C=CC=CC=2)(C2C=CC=CC=2)C2C=CC=CC=2)([P](C2C=CC=CC=2)(C2C=CC=CC=2)C2C=CC=CC=2)[P](C2C=CC=CC=2)(C2C=CC=CC=2)C2C=CC=CC=2)(C2C=CC=CC=2)C2C=CC=CC=2)=CC=1. The product is [Cl:14][C:6]1[CH:5]=[C:4]([CH:15]([CH2:21][CH:22]([CH3:24])[CH3:23])[C:16]([O:18][CH2:19][CH3:20])=[O:17])[CH:3]=[C:2]([C:30]2[CH:31]=[CH:32][C:27]([C:26]([F:37])([F:36])[F:25])=[CH:28][CH:29]=2)[C:7]=1[O:8][CH2:9][C:10]([F:13])([F:12])[F:11]. The yield is 0.740.